Dataset: Catalyst prediction with 721,799 reactions and 888 catalyst types from USPTO. Task: Predict which catalyst facilitates the given reaction. (1) Reactant: [CH3:1][O:2][C:3]([C:5]1([C:9]2[CH:14]=[CH:13][C:12]([NH:15][C:16]3[C:21]4[CH2:22][CH2:23][CH2:24][C:20]=4[N:19]=[C:18](Cl)[N:17]=3)=[CH:11][CH:10]=2)[CH2:8][CH2:7][CH2:6]1)=[O:4].[CH3:26][N:27]1[C:31](B2OC(C)(C)C(C)(C)O2)=[CH:30][CH:29]=[N:28]1. Product: [CH3:1][O:2][C:3]([C:5]1([C:9]2[CH:14]=[CH:13][C:12]([NH:15][C:16]3[C:21]4[CH2:22][CH2:23][CH2:24][C:20]=4[N:19]=[C:18]([C:30]4[CH:29]=[N:28][N:27]([CH3:26])[CH:31]=4)[N:17]=3)=[CH:11][CH:10]=2)[CH2:8][CH2:7][CH2:6]1)=[O:4]. The catalyst class is: 140. (2) The catalyst class is: 2. Product: [I:15][C:13]1[N:12]=[C:11]([CH2:16][CH2:17][CH3:18])[N:10]([CH2:9][CH2:8][NH2:7])[CH:14]=1.[ClH:20]. Reactant: C(OC(=O)[NH:7][CH2:8][CH2:9][N:10]1[CH:14]=[C:13]([I:15])[N:12]=[C:11]1[CH2:16][CH2:17][CH3:18])(C)(C)C.[ClH:20].O1CCOCC1.